From a dataset of Peptide-MHC class I binding affinity with 185,985 pairs from IEDB/IMGT. Regression. Given a peptide amino acid sequence and an MHC pseudo amino acid sequence, predict their binding affinity value. This is MHC class I binding data. (1) The peptide sequence is HLKEKSSLR. The MHC is HLA-A23:01 with pseudo-sequence HLA-A23:01. The binding affinity (normalized) is 0.0847. (2) The peptide sequence is RMRRAEPAA. The MHC is HLA-A68:02 with pseudo-sequence HLA-A68:02. The binding affinity (normalized) is 0.0746. (3) The peptide sequence is VLLTRSPDQ. The MHC is HLA-B57:01 with pseudo-sequence HLA-B57:01. The binding affinity (normalized) is 0.0847. (4) The peptide sequence is RIVGLLGFAA. The MHC is Patr-A0101 with pseudo-sequence Patr-A0101. The binding affinity (normalized) is 0.0335. (5) The peptide sequence is KFGKNHIHR. The MHC is HLA-A33:01 with pseudo-sequence HLA-A33:01. The binding affinity (normalized) is 0.207.